Dataset: Peptide-MHC class I binding affinity with 185,985 pairs from IEDB/IMGT. Task: Regression. Given a peptide amino acid sequence and an MHC pseudo amino acid sequence, predict their binding affinity value. This is MHC class I binding data. (1) The peptide sequence is LTSSQQKADW. The MHC is HLA-B58:01 with pseudo-sequence HLA-B58:01. The binding affinity (normalized) is 0.623. (2) The binding affinity (normalized) is 0.0847. The peptide sequence is HQFTSNPEV. The MHC is HLA-A25:01 with pseudo-sequence HLA-A25:01. (3) The peptide sequence is HPKKVKQAF. The MHC is HLA-A02:01 with pseudo-sequence HLA-A02:01. The binding affinity (normalized) is 0.213. (4) The peptide sequence is FANHNFTLV. The MHC is HLA-A02:02 with pseudo-sequence HLA-A02:02. The binding affinity (normalized) is 0.793. (5) The peptide sequence is LLVLLDYQGM. The MHC is HLA-A02:03 with pseudo-sequence HLA-A02:03. The binding affinity (normalized) is 0.203. (6) The peptide sequence is GPIGKLIA. The MHC is HLA-A02:06 with pseudo-sequence HLA-A02:06. The binding affinity (normalized) is 0. (7) The peptide sequence is KNTHTNGVR. The MHC is HLA-A31:01 with pseudo-sequence HLA-A31:01. The binding affinity (normalized) is 0.391. (8) The peptide sequence is PLLPIFFCL. The MHC is HLA-A02:02 with pseudo-sequence HLA-A02:02. The binding affinity (normalized) is 0.617. (9) The peptide sequence is RSLFNTVATLY. The MHC is HLA-A29:02 with pseudo-sequence HLA-A29:02. The binding affinity (normalized) is 0.445.